The task is: Predict the reactants needed to synthesize the given product.. This data is from Retrosynthesis with 50K atom-mapped reactions and 10 reaction types from USPTO. (1) Given the product C=C(C)COc1ccc(OCc2ccccc2)cc1, predict the reactants needed to synthesize it. The reactants are: C=C(C)CCl.Oc1ccc(OCc2ccccc2)cc1. (2) Given the product CC(C)(C)OC(=O)[C@@H]1CCCN1C(=O)C(CC(=O)c1ccccc1)c1ccccc1, predict the reactants needed to synthesize it. The reactants are: CC(C)(C)OC(=O)[C@@H]1CCCN1.O=C(CC(C(=O)O)c1ccccc1)c1ccccc1. (3) The reactants are: COc1cc2nc(N3CCN(C(=O)OCc4ccccc4)[C@H](C(=O)NC(C)(C)C)C3)nc(N)c2cc1OC. Given the product COc1cc2nc(N3CCN[C@H](C(=O)NC(C)(C)C)C3)nc(N)c2cc1OC, predict the reactants needed to synthesize it. (4) Given the product COc1cc(C(=O)N2CCN(CC3CC3)CC2)ccc1Nc1ncc2c(n1)N(C1CCCC1)CC(F)(F)C(=O)N2C, predict the reactants needed to synthesize it. The reactants are: C1CN(CC2CC2)CCN1.COc1cc(C(=O)O)ccc1Nc1ncc2c(n1)N(C1CCCC1)CC(F)(F)C(=O)N2C. (5) Given the product Cc1cc(OCCCCSc2ccccn2)cc2c1NC(=O)OC2(C)C, predict the reactants needed to synthesize it. The reactants are: Cc1cc(OCCCCCl)cc2c1NC(=O)OC2(C)C.Sc1ccccn1. (6) Given the product COCOc1ccc(C(C)(O)C(F)(F)F)nc1, predict the reactants needed to synthesize it. The reactants are: COCOc1ccc(C(C)(O[Si](C)(C)C)C(F)(F)F)nc1.